This data is from TCR-epitope binding with 47,182 pairs between 192 epitopes and 23,139 TCRs. The task is: Binary Classification. Given a T-cell receptor sequence (or CDR3 region) and an epitope sequence, predict whether binding occurs between them. (1) The epitope is RLFRKSNLK. The TCR CDR3 sequence is CASSELGSSGTDTQYF. Result: 1 (the TCR binds to the epitope). (2) The epitope is IVDTVSALV. The TCR CDR3 sequence is CASSLTGTEAFF. Result: 0 (the TCR does not bind to the epitope). (3) The epitope is KLNVGDYFV. The TCR CDR3 sequence is CASSMRRGTDTQYF. Result: 0 (the TCR does not bind to the epitope). (4) The epitope is VLWAHGFEL. The TCR CDR3 sequence is CATRQDSYEQYF. Result: 1 (the TCR binds to the epitope). (5) The epitope is IVTDFSVIK. The TCR CDR3 sequence is CASSLGGTGGYGYTF. Result: 0 (the TCR does not bind to the epitope). (6) The epitope is AVFDRKSDAK. The TCR CDR3 sequence is CASSIRESTDTQYF. Result: 1 (the TCR binds to the epitope). (7) The epitope is ILGLPTQTV. The TCR CDR3 sequence is CASSPMVGTEAFF. Result: 1 (the TCR binds to the epitope).